This data is from Full USPTO retrosynthesis dataset with 1.9M reactions from patents (1976-2016). The task is: Predict the reactants needed to synthesize the given product. (1) Given the product [C:21]1([C:7]2[NH:6][N:5]=[C:9]3[C:8]=2[C:13]([C:14]2[CH:15]=[CH:16][CH:17]=[CH:18][CH:19]=2)=[CH:12][C:11](=[O:20])[NH:10]3)[CH:22]=[CH:23][CH:24]=[CH:25][CH:26]=1, predict the reactants needed to synthesize it. The reactants are: C([N:5]1[C:9]2[NH:10][C:11](=[O:20])[CH:12]=[C:13]([C:14]3[CH:19]=[CH:18][CH:17]=[CH:16][CH:15]=3)[C:8]=2[C:7]([C:21]2[CH:26]=[CH:25][CH:24]=[CH:23][CH:22]=2)=[N:6]1)(C)(C)C.C(O)(C(F)(F)F)=O. (2) Given the product [C:33]([N:22]1[CH2:23][C:24]([C:25]2[N:29]([CH:30]([CH3:31])[CH3:32])[N:28]=[CH:27][CH:26]=2)=[C:19]([CH2:18][O:7][C:8]2[CH:15]=[CH:14][CH:13]=[C:12]([OH:16])[C:9]=2[CH:10]=[O:11])[CH2:20][CH2:21]1)(=[O:35])[CH3:34], predict the reactants needed to synthesize it. The reactants are: C([O-])([O-])=O.[K+].[K+].[OH:7][C:8]1[CH:15]=[CH:14][CH:13]=[C:12]([OH:16])[C:9]=1[CH:10]=[O:11].Cl[CH2:18][C:19]1[CH2:20][CH2:21][N:22]([C:33](=[O:35])[CH3:34])[CH2:23][C:24]=1[C:25]1[N:29]([CH:30]([CH3:32])[CH3:31])[N:28]=[CH:27][CH:26]=1.